From a dataset of Catalyst prediction with 721,799 reactions and 888 catalyst types from USPTO. Predict which catalyst facilitates the given reaction. (1) Reactant: C(O[C:4]([C:6]1([CH2:10][NH:11][C:12](=[O:18])[CH2:13][C:14]([O:16][CH3:17])=[O:15])[CH2:9][CH2:8][CH2:7]1)=[O:5])C.[Na]. Product: [CH3:17][O:16][C:14]([CH:13]1[C:4](=[O:5])[C:6]2([CH2:7][CH2:8][CH2:9]2)[CH2:10][NH:11][C:12]1=[O:18])=[O:15]. The catalyst class is: 224. (2) Reactant: [Br:1][C:2]1[C:16]([CH3:17])=[CH:15][C:5]([O:6][CH:7]2[CH2:12][CH2:11][S:10](=[O:14])(=[O:13])[NH:9][CH2:8]2)=[CH:4][C:3]=1[CH3:18].[H-].[Na+].I[CH3:22]. Product: [Br:1][C:2]1[C:16]([CH3:17])=[CH:15][C:5]([O:6][CH:7]2[CH2:12][CH2:11][S:10](=[O:14])(=[O:13])[N:9]([CH3:22])[CH2:8]2)=[CH:4][C:3]=1[CH3:18]. The catalyst class is: 9. (3) Reactant: [F:1][C:2]1[CH:10]=[C:9]2[C:5]([C:6](SC3C=CC=CC=3)=[C:7]([CH3:11])[NH:8]2)=[CH:4][C:3]=1[O:19][CH3:20]. Product: [F:1][C:2]1[CH:10]=[C:9]2[C:5]([CH:6]=[C:7]([CH3:11])[NH:8]2)=[CH:4][C:3]=1[O:19][CH3:20]. The catalyst class is: 470. (4) Reactant: [Cl:1][C:2]1[CH:7]=[C:6]([CH2:8]O)[CH:5]=[C:4]([CH3:10])[N:3]=1.S(Cl)([Cl:13])=O. Product: [Cl:1][C:2]1[CH:7]=[C:6]([CH2:8][Cl:13])[CH:5]=[C:4]([CH3:10])[N:3]=1. The catalyst class is: 11. (5) The catalyst class is: 2. Reactant: C(O[BH-](OC(=O)C)OC(=O)C)(=O)C.[Na+].[NH2:15][C:16]1[CH:21]=[CH:20][C:19]([F:22])=[CH:18][N:17]=1.O=[C:24]1[CH2:29][CH2:28][N:27]([C:30]([O:32][C:33]([CH3:36])([CH3:35])[CH3:34])=[O:31])[CH2:26][CH2:25]1.C(O)(=O)C.C(=O)([O-])O.[Na+]. Product: [F:22][C:19]1[CH:20]=[CH:21][C:16]([NH:15][CH:24]2[CH2:29][CH2:28][N:27]([C:30]([O:32][C:33]([CH3:36])([CH3:35])[CH3:34])=[O:31])[CH2:26][CH2:25]2)=[N:17][CH:18]=1. (6) Reactant: C([O:3][CH:4]1[C@@H:9]([CH3:10])[CH2:8][CH2:7][CH2:6][C:5]1([CH3:12])[CH3:11])=O.[K].C1C=C(OCC2C=CC(Cl)=CC=2)C=C(/C=C2\C(N(CCC(O)=O)C(S\2)=S)=O)C=1. Product: [CH3:11][C:5]1([CH3:12])[CH2:6][CH2:7][CH2:8][C@H:9]([CH3:10])[C@H:4]1[OH:3]. The catalyst class is: 24. (7) Reactant: Cl[CH2:2][C:3]([NH:5][C:6]1[S:7][C:8]2[C:13]([N:14]=1)=[CH:12][CH:11]=[C:10]([O:15][C:16]1[CH:17]=[C:18]([NH:24][C:25](=[O:37])[C:26]3[CH:31]=[CH:30][CH:29]=[C:28]([C:32]([C:35]#[N:36])([CH3:34])[CH3:33])[CH:27]=3)[CH:19]=[CH:20][C:21]=1[C:22]#[N:23])[N:9]=2)=[O:4].C(N(CC)CC)C.[CH3:45][N:46]1[CH2:51][CH2:50][NH:49][CH2:48][CH2:47]1. Product: [C:35]([C:32]([C:28]1[CH:27]=[C:26]([CH:31]=[CH:30][CH:29]=1)[C:25]([NH:24][C:18]1[CH:19]=[CH:20][C:21]([C:22]#[N:23])=[C:16]([O:15][C:10]2[N:9]=[C:8]3[S:7][C:6]([NH:5][C:3](=[O:4])[CH2:2][N:49]4[CH2:50][CH2:51][N:46]([CH3:45])[CH2:47][CH2:48]4)=[N:14][C:13]3=[CH:12][CH:11]=2)[CH:17]=1)=[O:37])([CH3:34])[CH3:33])#[N:36]. The catalyst class is: 54. (8) Reactant: [CH3:1][O:2][C:3](=[O:28])[CH:4]([NH:11][CH2:12][C:13]([O:20][C:21]1[CH:26]=[CH:25][CH:24]=[CH:23][C:22]=1[Cl:27])=[CH:14][C:15](OCC)=[O:16])[CH2:5][CH2:6][C:7]([F:10])([F:9])[F:8]. The catalyst class is: 10. Product: [CH3:1][O:2][C:3](=[O:28])[CH:4]([N:11]1[CH2:12][C:13]([O:20][C:21]2[CH:26]=[CH:25][CH:24]=[CH:23][C:22]=2[Cl:27])=[CH:14][C:15]1=[O:16])[CH2:5][CH2:6][C:7]([F:10])([F:9])[F:8]. (9) Reactant: [CH3:1][NH2:2].Br[CH2:4][C:5]1[CH:10]=[CH:9][C:8]([B:11]2[O:15][C:14]([CH3:17])([CH3:16])[C:13]([CH3:19])([CH3:18])[O:12]2)=[CH:7][C:6]=1[F:20]. Product: [F:20][C:6]1[CH:7]=[C:8]([B:11]2[O:15][C:14]([CH3:17])([CH3:16])[C:13]([CH3:19])([CH3:18])[O:12]2)[CH:9]=[CH:10][C:5]=1[CH2:4][NH:2][CH3:1]. The catalyst class is: 7. (10) The catalyst class is: 2. Reactant: C[O:2][C:3]1[CH:8]=[CH:7][C:6]([N:9]([C:20]2[CH:25]=[CH:24][CH:23]=[CH:22][CH:21]=2)[C:10]2[C:19]3[C:14](=[CH:15][CH:16]=[CH:17][CH:18]=3)[CH:13]=[CH:12][CH:11]=2)=[CH:5][CH:4]=1.B(Br)(Br)Br.CO. Product: [C:10]1([N:9]([C:20]2[CH:25]=[CH:24][CH:23]=[CH:22][CH:21]=2)[C:6]2[CH:7]=[CH:8][C:3]([OH:2])=[CH:4][CH:5]=2)[C:19]2[C:14](=[CH:15][CH:16]=[CH:17][CH:18]=2)[CH:13]=[CH:12][CH:11]=1.